From a dataset of Reaction yield outcomes from USPTO patents with 853,638 reactions. Predict the reaction yield, written as a fraction of the theoretical maximum amount of product (1.0 means a 100% yield; for example, 0.34 means a 34% yield). (1) The reactants are Br[C:2]1[CH:3]=[CH:4][C:5]2[O:9][C:8]3([CH2:15][CH2:14][C:13]4[CH:16]=[CH:17][CH:18]=[CH:19][C:12]=4[CH2:11][CH2:10]3)[C:7](=[O:20])[C:6]=2[CH:21]=1.[Cl:22][C:23]1[CH:24]=[C:25](B(O)O)[CH:26]=[C:27]([F:29])[CH:28]=1.C([O-])([O-])=O.[Cs+].[Cs+].O1CCOCC1. The catalyst is C(Cl)Cl.Cl[Pd](Cl)([P](C1C=CC=CC=1)(C1C=CC=CC=1)C1C=CC=CC=1)[P](C1C=CC=CC=1)(C1C=CC=CC=1)C1C=CC=CC=1.O. The product is [Cl:22][C:23]1[CH:24]=[C:25]([C:2]2[CH:3]=[CH:4][C:5]3[O:9][C:8]4([CH2:10][CH2:11][C:12]5[CH:19]=[CH:18][CH:17]=[CH:16][C:13]=5[CH2:14][CH2:15]4)[C:7](=[O:20])[C:6]=3[CH:21]=2)[CH:26]=[C:27]([F:29])[CH:28]=1. The yield is 0.920. (2) The reactants are [CH2:1]([OH:8])[C:2]1[CH:7]=[CH:6][CH:5]=[CH:4][CH:3]=1.[H-].[Na+].[F:11][C:12]1[C:13]([NH:19][CH2:20][C:21]2([C:27]#[N:28])[CH2:26][CH2:25][O:24][CH2:23][CH2:22]2)=[N:14][C:15](F)=[CH:16][CH:17]=1. The catalyst is CN(C=O)C.[Cl-].[Na+].O. The product is [CH2:1]([O:8][C:15]1[N:14]=[C:13]([NH:19][CH2:20][C:21]2([C:27]#[N:28])[CH2:22][CH2:23][O:24][CH2:25][CH2:26]2)[C:12]([F:11])=[CH:17][CH:16]=1)[C:2]1[CH:7]=[CH:6][CH:5]=[CH:4][CH:3]=1. The yield is 0.660. (3) The reactants are [F:1][C:2]1[C:3]([N+:15]([O-])=O)=[C:4]([NH:8][C:9]2[CH:14]=[CH:13][CH:12]=[CH:11][CH:10]=2)[CH:5]=[CH:6][CH:7]=1. The catalyst is CCOC(C)=O.[Pd]. The product is [F:1][C:2]1[CH:7]=[CH:6][CH:5]=[C:4]([NH:8][C:9]2[CH:14]=[CH:13][CH:12]=[CH:11][CH:10]=2)[C:3]=1[NH2:15]. The yield is 0.480. (4) The product is [Cl:28][C:22]1[CH:23]=[C:24]([Cl:27])[CH:25]=[CH:26][C:21]=1[N:8]1[C:9]([C:13]2[CH:18]=[CH:17][C:16]([O:19][CH3:20])=[CH:15][CH:14]=2)=[C:10]([CH2:11][OH:29])[C:6]([C:4]([OH:3])=[O:5])=[N:7]1. The catalyst is C1COCC1. The reactants are C([O:3][C:4]([C:6]1[C:10]([CH2:11]Br)=[C:9]([C:13]2[CH:18]=[CH:17][C:16]([O:19][CH3:20])=[CH:15][CH:14]=2)[N:8]([C:21]2[CH:26]=[CH:25][C:24]([Cl:27])=[CH:23][C:22]=2[Cl:28])[N:7]=1)=[O:5])C.[OH-:29].[Na+].Cl. The yield is 0.970. (5) The reactants are CC[O-].[Na+].[Cl:5][C:6]1[C:11]([CH:12]=O)=[CH:10][CH:9]=[C:8]([Cl:14])[N:7]=1.[CH2:15]([O:17][C:18](=[O:23])[CH2:19][N:20]=[N+:21]=[N-:22])[CH3:16].[NH4+].[Cl-]. The catalyst is CCO. The product is [CH2:15]([O:17][C:18](=[O:23])/[C:19](/[N:20]=[N+:21]=[N-:22])=[CH:12]/[C:11]1[C:6]([Cl:5])=[N:7][C:8]([Cl:14])=[CH:9][CH:10]=1)[CH3:16]. The yield is 0.330. (6) The reactants are CC(OC(/N=N/C(OC(C)C)=O)=O)C.[Cl:15][C:16]1[N:21]=[C:20]([Cl:22])[C:19](O)=[C:18]([N:24]2[CH2:29][CH2:28][O:27][CH2:26][CH:25]2[CH2:30][OH:31])[N:17]=1.C1(P(C2C=CC=CC=2)C2C=CC=CC=2)C=CC=CC=1. The catalyst is O1CCOCC1. The product is [Cl:22][C:20]1[C:19]2[O:31][CH2:30][CH:25]3[N:24]([CH2:29][CH2:28][O:27][CH2:26]3)[C:18]=2[N:17]=[C:16]([Cl:15])[N:21]=1. The yield is 0.370.